This data is from Peptide-MHC class II binding affinity with 134,281 pairs from IEDB. The task is: Regression. Given a peptide amino acid sequence and an MHC pseudo amino acid sequence, predict their binding affinity value. This is MHC class II binding data. (1) The peptide sequence is PKAVKQNTLKLAT. The MHC is DRB1_0101 with pseudo-sequence DRB1_0101. The binding affinity (normalized) is 0. (2) The peptide sequence is PTPLAKEDFLRCLVK. The MHC is DRB1_0301 with pseudo-sequence DRB1_0301. The binding affinity (normalized) is 0.309. (3) The peptide sequence is HLDYTGSMNQQAKYL. The MHC is DRB1_0101 with pseudo-sequence DRB1_0101. The binding affinity (normalized) is 0.809.